Dataset: Peptide-MHC class I binding affinity with 185,985 pairs from IEDB/IMGT. Task: Regression. Given a peptide amino acid sequence and an MHC pseudo amino acid sequence, predict their binding affinity value. This is MHC class I binding data. The peptide sequence is EQDGITYYL. The MHC is HLA-A02:12 with pseudo-sequence HLA-A02:12. The binding affinity (normalized) is 0.623.